From a dataset of Catalyst prediction with 721,799 reactions and 888 catalyst types from USPTO. Predict which catalyst facilitates the given reaction. (1) Reactant: Cl[C:2]1[S:3][CH:4]=[CH:5][C:6]=1[N+:7]([O-:9])=[O:8].[C:10]([C:14]1[CH:19]=[CH:18][CH:17]=[CH:16][C:15]=1[OH:20])([CH3:13])([CH3:12])[CH3:11].C([O-])([O-])=O.[K+].[K+]. Product: [C:10]([C:14]1[CH:19]=[CH:18][CH:17]=[CH:16][C:15]=1[O:20][C:2]1[S:3][CH:4]=[CH:5][C:6]=1[N+:7]([O-:9])=[O:8])([CH3:13])([CH3:11])[CH3:12]. The catalyst class is: 37. (2) Product: [OH:29][C@H:28]([C:27]1[C:19]([CH3:18])=[C:20]2[C:24](=[CH:25][CH:26]=1)[C:23](=[O:31])[O:22][CH2:21]2)[CH2:30][N:8]1[CH2:7][CH2:6][C:5]2([CH2:1][N:2]([C:11]([O:13][C:14]([CH3:17])([CH3:16])[CH3:15])=[O:12])[CH2:3][CH2:4]2)[CH2:10][CH2:9]1. The catalyst class is: 14. Reactant: [CH2:1]1[C:5]2([CH2:10][CH2:9][NH:8][CH2:7][CH2:6]2)[CH2:4][CH2:3][N:2]1[C:11]([O:13][C:14]([CH3:17])([CH3:16])[CH3:15])=[O:12].[CH3:18][C:19]1[C:27]([C@@H:28]2[CH2:30][O:29]2)=[CH:26][CH:25]=[C:24]2[C:20]=1[CH2:21][O:22][C:23]2=[O:31]. (3) Reactant: C(OC([NH:8][C:9]1[N:14]=[CH:13][C:12]([C:15]2[N:19]([C:20]3[CH:21]=[N:22][C:23]([O:26][CH3:27])=[CH:24][CH:25]=3)[N:18]=[C:17]([C:28]([N:30]3[CH2:35][CH2:34][O:33][CH2:32][CH2:31]3)=[O:29])[CH:16]=2)=[CH:11][CH:10]=1)=O)(C)(C)C.FC(F)(F)C(O)=O.C(=O)([O-])O.[Na+].C(Cl)(Cl)Cl. Product: [NH2:8][C:9]1[N:14]=[CH:13][C:12]([C:15]2[N:19]([C:20]3[CH:21]=[N:22][C:23]([O:26][CH3:27])=[CH:24][CH:25]=3)[N:18]=[C:17]([C:28]([N:30]3[CH2:31][CH2:32][O:33][CH2:34][CH2:35]3)=[O:29])[CH:16]=2)=[CH:11][CH:10]=1. The catalyst class is: 4. (4) Reactant: [N+:1]([C:4]1[CH:5]=[C:6]([C:14]([OH:16])=[O:15])[C:7]2[C:12]([CH:13]=1)=[CH:11][CH:10]=[CH:9][CH:8]=2)([O-:3])=[O:2].[C:17](Cl)(=O)C(Cl)=O.CN(C)C=O.CO. Product: [N+:1]([C:4]1[CH:5]=[C:6]([C:14]([O:16][CH3:17])=[O:15])[C:7]2[C:12]([CH:13]=1)=[CH:11][CH:10]=[CH:9][CH:8]=2)([O-:3])=[O:2]. The catalyst class is: 4.